From a dataset of NCI-60 drug combinations with 297,098 pairs across 59 cell lines. Regression. Given two drug SMILES strings and cell line genomic features, predict the synergy score measuring deviation from expected non-interaction effect. (1) Drug 1: C1CNP(=O)(OC1)N(CCCl)CCCl. Drug 2: C1C(C(OC1N2C=NC(=NC2=O)N)CO)O. Cell line: TK-10. Synergy scores: CSS=1.57, Synergy_ZIP=-1.75, Synergy_Bliss=-4.12, Synergy_Loewe=-1.99, Synergy_HSA=-2.98. (2) Drug 1: CC12CCC3C(C1CCC2=O)CC(=C)C4=CC(=O)C=CC34C. Drug 2: C1C(C(OC1N2C=C(C(=O)NC2=O)F)CO)O. Cell line: MDA-MB-231. Synergy scores: CSS=69.1, Synergy_ZIP=10.1, Synergy_Bliss=11.0, Synergy_Loewe=9.83, Synergy_HSA=12.8. (3) Cell line: M14. Drug 1: CC=C1C(=O)NC(C(=O)OC2CC(=O)NC(C(=O)NC(CSSCCC=C2)C(=O)N1)C(C)C)C(C)C. Drug 2: C1=NNC2=C1C(=O)NC=N2. Synergy scores: CSS=23.6, Synergy_ZIP=0.103, Synergy_Bliss=-1.45, Synergy_Loewe=-26.7, Synergy_HSA=-6.02. (4) Drug 1: C1CN1C2=NC(=NC(=N2)N3CC3)N4CC4. Drug 2: CS(=O)(=O)OCCCCOS(=O)(=O)C. Cell line: T-47D. Synergy scores: CSS=3.62, Synergy_ZIP=-4.09, Synergy_Bliss=1.44, Synergy_Loewe=-23.9, Synergy_HSA=-0.519. (5) Drug 1: C1=CC(=CC=C1CCCC(=O)O)N(CCCl)CCCl. Drug 2: CCCCC(=O)OCC(=O)C1(CC(C2=C(C1)C(=C3C(=C2O)C(=O)C4=C(C3=O)C=CC=C4OC)O)OC5CC(C(C(O5)C)O)NC(=O)C(F)(F)F)O. Cell line: MDA-MB-231. Synergy scores: CSS=13.9, Synergy_ZIP=-5.72, Synergy_Bliss=-9.20, Synergy_Loewe=-8.21, Synergy_HSA=-8.17. (6) Drug 1: C1CCN(CC1)CCOC2=CC=C(C=C2)C(=O)C3=C(SC4=C3C=CC(=C4)O)C5=CC=C(C=C5)O. Drug 2: C1CCC(C(C1)N)N.C(=O)(C(=O)[O-])[O-].[Pt+4]. Cell line: OVCAR-4. Synergy scores: CSS=7.83, Synergy_ZIP=-2.01, Synergy_Bliss=0.653, Synergy_Loewe=-7.72, Synergy_HSA=0.581.